Dataset: Forward reaction prediction with 1.9M reactions from USPTO patents (1976-2016). Task: Predict the product of the given reaction. (1) Given the reactants [Si:1]([O:8][CH2:9][C:10]1[CH:15]=[CH:14][C:13]([NH:16][CH2:17][C:18]2[CH:23]=[CH:22][C:21]([NH:24][C:25](=[O:31])[O:26][C:27]([CH3:30])([CH3:29])[CH3:28])=[CH:20][CH:19]=2)=[C:12]([O:32][CH3:33])[CH:11]=1)([C:4]([CH3:7])([CH3:6])[CH3:5])([CH3:3])[CH3:2].[CH3:34][C:35]([O:38][C:39](O[C:39]([O:38][C:35]([CH3:37])([CH3:36])[CH3:34])=[O:40])=[O:40])([CH3:37])[CH3:36].C([O-])(O)=O.[Na+], predict the reaction product. The product is: [Si:1]([O:8][CH2:9][C:10]1[CH:15]=[CH:14][C:13]([N:16]([CH2:17][C:18]2[CH:19]=[CH:20][C:21]([NH:24][C:25](=[O:31])[O:26][C:27]([CH3:30])([CH3:29])[CH3:28])=[CH:22][CH:23]=2)[C:39]([O:38][C:35]([CH3:37])([CH3:36])[CH3:34])=[O:40])=[C:12]([O:32][CH3:33])[CH:11]=1)([C:4]([CH3:7])([CH3:6])[CH3:5])([CH3:2])[CH3:3]. (2) The product is: [O:28]1[CH:27]=[CH:26][CH:25]=[C:24]1[CH2:23][NH:29][C:11](=[O:13])[CH2:10][C@H:9]([NH:8][C:6](=[O:7])[O:5][C:1]([CH3:2])([CH3:3])[CH3:4])[CH2:14][C:15]([N:17]1[CH2:22][CH2:21][O:20][CH2:19][CH2:18]1)=[O:16]. Given the reactants [C:1]([O:5][C:6]([NH:8][C@H:9]([CH2:14][C:15]([N:17]1[CH2:22][CH2:21][O:20][CH2:19][CH2:18]1)=[O:16])[CH2:10][C:11]([OH:13])=O)=[O:7])([CH3:4])([CH3:3])[CH3:2].[CH2:23]([NH2:29])[C:24]1[O:28][CH:27]=[CH:26][CH:25]=1.CCN=C=NCCCN(C)C.Cl.C1C=CC2N(O)N=NC=2C=1, predict the reaction product. (3) The product is: [I:17][C:15]1[CH:14]=[CH:13][C:8]2[NH:9][C:10](=[O:12])[CH2:11][C:5]3[CH:4]=[N:3][C:2]([NH:1][C:19](=[O:26])[C:20]4[CH:25]=[CH:24][CH:23]=[CH:22][CH:21]=4)=[N:18][C:6]=3[C:7]=2[CH:16]=1. Given the reactants [NH2:1][C:2]1[N:3]=[CH:4][C:5]2[CH2:11][C:10](=[O:12])[NH:9][C:8]3[CH:13]=[CH:14][C:15]([I:17])=[CH:16][C:7]=3[C:6]=2[N:18]=1.[C:19](Cl)(=[O:26])[C:20]1[CH:25]=[CH:24][CH:23]=[CH:22][CH:21]=1.CCOCC, predict the reaction product. (4) Given the reactants [C:1]([O:5][C:6]([NH:8][C@@H:9]([CH2:13][CH2:14][S:15][CH3:16])[C:10]([OH:12])=O)=[O:7])([CH3:4])([CH3:3])[CH3:2].CCN=C=NCCCN(C)C.Cl.C1C=CC2N(O)N=NC=2C=1.C(N1CCOCC1)C.[CH2:47]([NH2:51])[CH:48]([CH3:50])[CH3:49], predict the reaction product. The product is: [C:1]([O:5][C:6](=[O:7])[NH:8][C@H:9]([C:10](=[O:12])[NH:51][CH2:47][CH:48]([CH3:50])[CH3:49])[CH2:13][CH2:14][S:15][CH3:16])([CH3:2])([CH3:3])[CH3:4]. (5) Given the reactants [Cl:1][C:2]1[CH:7]=[C:6](Cl)[N:5]=[C:4]([NH:9][C@H:10]([C:12]2[CH:17]=[CH:16][C:15]([F:18])=[CH:14][CH:13]=2)[CH3:11])[CH:3]=1.[NH2:19][C:20]1[CH:25]=[N:24][CH:23]=[CH:22][N:21]=1.P([O-])([O-])([O-])=O.[K+].[K+].[K+], predict the reaction product. The product is: [Cl:1][C:2]1[CH:7]=[C:6]([NH:19][C:20]2[CH:25]=[N:24][CH:23]=[CH:22][N:21]=2)[N:5]=[C:4]([NH:9][C@H:10]([C:12]2[CH:17]=[CH:16][C:15]([F:18])=[CH:14][CH:13]=2)[CH3:11])[CH:3]=1. (6) Given the reactants [C:1]([C:5]1[CH:10]=[CH:9][N:8]=[C:7]([NH:11][C:12](=[O:20])[C:13]2[CH:18]=[CH:17][C:16](Cl)=[N:15][CH:14]=2)[N:6]=1)([CH3:4])([CH3:3])[CH3:2].[CH2:21]([O:23][C:24](=[O:37])[C:25]1[CH:30]=[CH:29][C:28]([N:31]2[CH2:36][CH2:35][NH:34][CH2:33][CH2:32]2)=[CH:27][CH:26]=1)[CH3:22].C(OC(=O)C1C=CC(N2CCN(C3C=CC(C(=O)NC4C=CC(C)=C(I)C=4)=CN=3)CC2)=CC=1)C, predict the reaction product. The product is: [CH2:21]([O:23][C:24](=[O:37])[C:25]1[CH:26]=[CH:27][C:28]([N:31]2[CH2:32][CH2:33][N:34]([C:16]3[CH:17]=[CH:18][C:13]([C:12](=[O:20])[NH:11][C:7]4[N:6]=[C:5]([C:1]([CH3:4])([CH3:3])[CH3:2])[CH:10]=[CH:9][N:8]=4)=[CH:14][N:15]=3)[CH2:35][CH2:36]2)=[CH:29][CH:30]=1)[CH3:22]. (7) Given the reactants [N+:1]([C:4]1[C:5]([F:13])=[C:6]([CH:9]=[CH:10][C:11]=1[F:12])[C:7]#[N:8])([O-])=O.[ClH:14], predict the reaction product. The product is: [NH2:8][CH2:7][C:6]1[C:5]([F:13])=[C:4]([C:11]([F:12])=[CH:10][CH:9]=1)[NH2:1].[ClH:14]. (8) Given the reactants [C:1](Cl)(=[O:5])[C:2](Cl)=O.CS(C)=O.C([C:13]1([CH:17](O)[CH3:18])[CH2:16][CH2:15][CH2:14]1)=C.C(N(CC)CC)C.Cl.Br[CH2:29][C:30]([O:32][CH3:33])=[O:31], predict the reaction product. The product is: [OH:5][CH:1]([CH2:2][C:13]1([CH:17]=[CH2:18])[CH2:14][CH2:15][CH2:16]1)[CH2:29][C:30]([O:32][CH3:33])=[O:31]. (9) Given the reactants [Br:1][C:2]1[CH:7]=[C:6](C)[C:5]([N:9]2[CH2:13][CH2:12][NH:11][C:10]2=[O:14])=[C:4]([CH2:15][CH3:16])[CH:3]=1.[H-].[Na+].Br[CH2:20][C:21]([O:23][CH2:24][CH3:25])=[O:22], predict the reaction product. The product is: [Br:1][C:2]1[CH:7]=[CH:6][C:5]([N:9]2[CH2:13][CH2:12][N:11]([CH2:20][C:21]([O:23][CH2:24][CH3:25])=[O:22])[C:10]2=[O:14])=[C:4]([CH2:15][CH3:16])[CH:3]=1. (10) Given the reactants [H-].[Na+].[F:3][C:4]([F:10])([CH3:9])[C:5]([CH3:8])([OH:7])[CH3:6].[N:11]1[CH:16]=[CH:15][CH:14]=[CH:13][C:12]=1[O:17][C:18](=O)[O:19]C1C=CC=CN=1, predict the reaction product. The product is: [C:18](=[O:19])([O:17][C:12]1[CH:13]=[CH:14][CH:15]=[CH:16][N:11]=1)[O:7][C:5]([CH3:8])([C:4]([F:10])([F:3])[CH3:9])[CH3:6].